From a dataset of Full USPTO retrosynthesis dataset with 1.9M reactions from patents (1976-2016). Predict the reactants needed to synthesize the given product. (1) Given the product [C:1]([C:5]1[CH:10]=[C:9]([F:39])[C:8]([C:11]2[O:12][CH2:13][C:14]([CH3:17])([CH3:16])[N:15]=2)=[C:7]([CH:18]2[O:23][CH2:22][CH2:21][CH2:20][O:19]2)[CH:6]=1)([CH3:2])([CH3:3])[CH3:4], predict the reactants needed to synthesize it. The reactants are: [C:1]([C:5]1[CH:10]=[CH:9][C:8]([C:11]2[O:12][CH2:13][C:14]([CH3:17])([CH3:16])[N:15]=2)=[C:7]([CH:18]2[O:23][CH2:22][CH2:21][CH2:20][O:19]2)[CH:6]=1)([CH3:4])([CH3:3])[CH3:2].C([Li])CCC.C1C=CC(S(N(S(C2C=CC=CC=2)(=O)=O)[F:39])(=O)=O)=CC=1.[NH4+].[Cl-]. (2) Given the product [N:33]([CH2:2][C:3]1[CH:4]=[C:5]([CH:10]=[C:11]([N:13]([CH3:18])[S:14]([CH3:17])(=[O:16])=[O:15])[CH:12]=1)[C:6]([O:8][CH3:9])=[O:7])=[N+:34]=[N-:35], predict the reactants needed to synthesize it. The reactants are: O[CH2:2][C:3]1[CH:4]=[C:5]([CH:10]=[C:11]([N:13]([CH3:18])[S:14]([CH3:17])(=[O:16])=[O:15])[CH:12]=1)[C:6]([O:8][CH3:9])=[O:7].C1(P([N:33]=[N+:34]=[N-:35])(C2C=CC=CC=2)=O)C=CC=CC=1.N12CCCN=C1CCCCC2. (3) Given the product [F:18][C:15]1[CH:16]=[CH:17][C:12]([N:11]2[C@H:8]([C:4]3[CH:3]=[C:2]([C:35]4[CH:36]=[CH:37][C:32]([OH:31])=[CH:33][CH:34]=4)[CH:7]=[CH:6][CH:5]=3)[C@@H:9]([CH2:20][CH2:21][C@@H:22]([C:24]3[CH:29]=[CH:28][C:27]([F:30])=[CH:26][CH:25]=3)[OH:23])[C:10]2=[O:19])=[CH:13][CH:14]=1, predict the reactants needed to synthesize it. The reactants are: Br[C:2]1[CH:3]=[C:4]([C@H:8]2[N:11]([C:12]3[CH:17]=[CH:16][C:15]([F:18])=[CH:14][CH:13]=3)[C:10](=[O:19])[C@@H:9]2[CH2:20][CH2:21][C@@H:22]([C:24]2[CH:29]=[CH:28][C:27]([F:30])=[CH:26][CH:25]=2)[OH:23])[CH:5]=[CH:6][CH:7]=1.[OH:31][C:32]1[CH:37]=[CH:36][C:35](B(O)O)=[CH:34][CH:33]=1.